From a dataset of NCI-60 drug combinations with 297,098 pairs across 59 cell lines. Regression. Given two drug SMILES strings and cell line genomic features, predict the synergy score measuring deviation from expected non-interaction effect. (1) Drug 1: C1CCC(CC1)NC(=O)N(CCCl)N=O. Drug 2: CC1=C(C=C(C=C1)C(=O)NC2=CC(=CC(=C2)C(F)(F)F)N3C=C(N=C3)C)NC4=NC=CC(=N4)C5=CN=CC=C5. Cell line: RXF 393. Synergy scores: CSS=14.1, Synergy_ZIP=-3.67, Synergy_Bliss=1.44, Synergy_Loewe=-1.46, Synergy_HSA=-1.33. (2) Drug 1: CC=C1C(=O)NC(C(=O)OC2CC(=O)NC(C(=O)NC(CSSCCC=C2)C(=O)N1)C(C)C)C(C)C. Drug 2: CC(C)(C#N)C1=CC(=CC(=C1)CN2C=NC=N2)C(C)(C)C#N. Cell line: HOP-92. Synergy scores: CSS=26.7, Synergy_ZIP=-5.25, Synergy_Bliss=-0.947, Synergy_Loewe=-42.0, Synergy_HSA=-0.211. (3) Drug 1: C1CC(C1)(C(=O)O)C(=O)O.[NH2-].[NH2-].[Pt+2]. Drug 2: C1=CN(C=N1)CC(O)(P(=O)(O)O)P(=O)(O)O. Cell line: TK-10. Synergy scores: CSS=-1.58, Synergy_ZIP=0.738, Synergy_Bliss=-0.134, Synergy_Loewe=-4.17, Synergy_HSA=-2.97. (4) Drug 1: CN(C)C1=NC(=NC(=N1)N(C)C)N(C)C. Drug 2: CN(CC1=CN=C2C(=N1)C(=NC(=N2)N)N)C3=CC=C(C=C3)C(=O)NC(CCC(=O)O)C(=O)O. Cell line: MOLT-4. Synergy scores: CSS=34.5, Synergy_ZIP=1.07, Synergy_Bliss=-0.893, Synergy_Loewe=-56.1, Synergy_HSA=-4.87. (5) Drug 1: C1CCC(CC1)NC(=O)N(CCCl)N=O. Drug 2: C(CCl)NC(=O)N(CCCl)N=O. Cell line: M14. Synergy scores: CSS=5.89, Synergy_ZIP=-0.972, Synergy_Bliss=4.63, Synergy_Loewe=2.97, Synergy_HSA=3.35. (6) Drug 1: CN1C(=O)N2C=NC(=C2N=N1)C(=O)N. Drug 2: C1C(C(OC1N2C=NC3=C2NC=NCC3O)CO)O. Cell line: 786-0. Synergy scores: CSS=3.46, Synergy_ZIP=0.194, Synergy_Bliss=1.97, Synergy_Loewe=1.47, Synergy_HSA=1.47.